Dataset: Full USPTO retrosynthesis dataset with 1.9M reactions from patents (1976-2016). Task: Predict the reactants needed to synthesize the given product. (1) Given the product [CH3:31][C:32]1[N:37]=[CH:36][C:35]([C:10]2[CH:11]=[CH:12][C:13]3[N:19]4[CH2:20][C@H:16]([CH2:17][CH2:18]4)[N:15]([C:21]([NH:23][C:24]4[CH:29]=[N:28][CH:27]=[CH:26][N:25]=4)=[O:22])[C:14]=3[N:30]=2)=[CH:34][N:33]=1, predict the reactants needed to synthesize it. The reactants are: P([O-])([O-])([O-])=O.[K+].[K+].[K+].Cl[C:10]1[CH:11]=[CH:12][C:13]2[N:19]3[CH2:20][C@H:16]([CH2:17][CH2:18]3)[N:15]([C:21]([NH:23][C:24]3[CH:29]=[N:28][CH:27]=[CH:26][N:25]=3)=[O:22])[C:14]=2[N:30]=1.[CH3:31][C:32]1[N:37]=[CH:36][C:35](B(O)O)=[CH:34][N:33]=1.CC(C1C=C(C(C)C)C(C2C=CC=CC=2P(C2CCCCC2)C2CCCCC2)=C(C(C)C)C=1)C. (2) Given the product [NH2:30][C@H:28]1[C:27](=[O:38])[C@@H:26]([CH3:39])[CH2:25][C@@H:24]([C:23]2[CH:22]=[CH:21][N:20]=[CH:19][C:18]=2[NH:17][C:15](=[O:16])[C:13]2[CH:12]=[CH:11][C:10]([F:40])=[C:9]([C:3]3[C:4]([F:8])=[CH:5][CH:6]=[CH:7][C:2]=3[F:1])[N:14]=2)[CH2:29]1, predict the reactants needed to synthesize it. The reactants are: [F:1][C:2]1[CH:7]=[CH:6][CH:5]=[C:4]([F:8])[C:3]=1[C:9]1[N:14]=[C:13]([C:15]([NH:17][C:18]2[CH:19]=[N:20][CH:21]=[CH:22][C:23]=2[C@H:24]2[CH2:29][C@@H:28]([NH:30]C(=O)OC(C)(C)C)[C:27](=[O:38])[C@@H:26]([CH3:39])[CH2:25]2)=[O:16])[CH:12]=[CH:11][C:10]=1[F:40].C(O)(C(F)(F)F)=O.C(Cl)Cl. (3) Given the product [CH3:1][O:2][CH2:3][CH2:4][CH2:5][N:6]1[CH:10]=[C:9]([O:11][C:13]2[N:14]=[C:15]([OH:23])[C:16]3[CH:22]=[CH:21][N:20]=[CH:19][C:17]=3[N:18]=2)[CH:8]=[N:7]1, predict the reactants needed to synthesize it. The reactants are: [CH3:1][O:2][CH2:3][CH2:4][CH2:5][N:6]1[CH:10]=[C:9]([OH:11])[CH:8]=[N:7]1.Cl[C:13]1[N:14]=[C:15]([OH:23])[C:16]2[CH:22]=[CH:21][N:20]=[CH:19][C:17]=2[N:18]=1. (4) Given the product [NH2:54][C:55]1[C:86]([C:87]([F:89])([F:88])[F:90])=[CH:85][C:58]([CH2:59][C@@H:60]([CH2:64][C:65](=[O:84])[N:66]2[CH2:67][CH2:68][CH:69]([N:72]3[CH2:78][CH2:77][C:76]4[CH:79]=[CH:80][CH:81]=[CH:82][C:75]=4[NH:74][C:73]3=[O:83])[CH2:70][CH2:71]2)[C:61]([N:32]2[CH2:37][CH2:36][CH:35]([N:38]3[CH2:39][CH2:40][N:41]([C:44]([O:46][CH2:47][C:48]4[CH:53]=[CH:52][CH:51]=[CH:50][CH:49]=4)=[O:45])[CH2:42][CH2:43]3)[CH2:34][CH2:33]2)=[O:62])=[CH:57][C:56]=1[Cl:91], predict the reactants needed to synthesize it. The reactants are: CN(C(ON1N=NC2C=CC=CC1=2)=[N+](C)C)C.[B-](F)(F)(F)F.C(N(C(C)C)C(C)C)C.[NH:32]1[CH2:37][CH2:36][CH:35]([N:38]2[CH2:43][CH2:42][N:41]([C:44]([O:46][CH2:47][C:48]3[CH:53]=[CH:52][CH:51]=[CH:50][CH:49]=3)=[O:45])[CH2:40][CH2:39]2)[CH2:34][CH2:33]1.[NH2:54][C:55]1[C:86]([C:87]([F:90])([F:89])[F:88])=[CH:85][C:58]([CH2:59][C@@H:60]([CH2:64][C:65](=[O:84])[N:66]2[CH2:71][CH2:70][CH:69]([N:72]3[CH2:78][CH2:77][C:76]4[CH:79]=[CH:80][CH:81]=[CH:82][C:75]=4[NH:74][C:73]3=[O:83])[CH2:68][CH2:67]2)[C:61](O)=[O:62])=[CH:57][C:56]=1[Cl:91].C([O-])([O-])=O.[K+].[K+]. (5) Given the product [N:8]1[C:9]2[C:4](=[CH:3][CH:2]=[CH:11][CH:10]=2)[CH:5]=[N:6][CH:7]=1, predict the reactants needed to synthesize it. The reactants are: I[C:2]1[CH:3]=[C:4]2[C:9](=[CH:10][CH:11]=1)[N:8]=[CH:7][N:6]=[C:5]2N1CCC2C(=CC(OC)=CC=2)C1.CC1(C)C(C)(C)OB(C2C=C3C=CN([Si](C(C)C)(C(C)C)C(C)C)C3=NC=2)O1.C(=O)([O-])O.[Na+]. (6) Given the product [CH3:16][C:11]1[N:12]=[CH:13][CH:14]=[C:15]2[C:10]=1[C:9](=[O:17])[N:8]([CH3:18])[C:7]1[CH:19]=[C:20]([O:21][CH2:22][C@@H:23]([N:28]3[C:29](=[O:38])[C:30]4[C:35](=[CH:34][CH:33]=[CH:32][CH:31]=4)[C:36]3=[O:37])[CH2:24][CH:25]([CH3:27])[CH3:26])[C:4]([C:41]([F:44])([F:43])[F:42])=[CH:5][C:6]2=1, predict the reactants needed to synthesize it. The reactants are: [F-].[K+].I[C:4]1[C:20]([O:21][CH2:22][C@@H:23]([N:28]2[C:36](=[O:37])[C:35]3[C:30](=[CH:31][CH:32]=[CH:33][CH:34]=3)[C:29]2=[O:38])[CH2:24][CH:25]([CH3:27])[CH3:26])=[CH:19][C:7]2[N:8]([CH3:18])[C:9](=[O:17])[C:10]3[C:15]([C:6]=2[CH:5]=1)=[CH:14][CH:13]=[N:12][C:11]=3[CH3:16].C[Si](C)(C)[C:41]([F:44])([F:43])[F:42].N. (7) Given the product [CH2:14]([O:13][CH:4]([O:3][CH2:1][CH3:2])[CH2:5][NH:6][CH2:7][C:8]1[S:9][CH:10]=[CH:11][CH:12]=1)[CH3:15], predict the reactants needed to synthesize it. The reactants are: [CH2:1]([O:3][CH:4]([O:13][CH2:14][CH3:15])[CH2:5][N:6]=[CH:7][C:8]1[S:9][CH:10]=[CH:11][CH:12]=1)[CH3:2].[BH4-].[Na+]. (8) Given the product [Br:8][C:4]1[CH:3]=[C:2]([CH:7]=[CH:6][CH:5]=1)[N:10]([CH:11]1[CH2:15][CH2:14][CH2:13][CH2:12]1)[CH3:9], predict the reactants needed to synthesize it. The reactants are: Br[C:2]1[CH:7]=[CH:6][CH:5]=[C:4]([Br:8])[CH:3]=1.[CH3:9][NH:10][CH:11]1[CH2:15][CH2:14][CH2:13][CH2:12]1. (9) Given the product [F:1][C:2]1[CH:7]=[C:6]([I:8])[CH:5]=[CH:4][C:3]=1[NH:9][C:10]1[CH:18]=[N:17][CH:16]=[CH:15][C:11]=1[C:12]([NH:20][O:19][CH2:21][C:22]([OH:24])=[O:23])=[O:14], predict the reactants needed to synthesize it. The reactants are: [F:1][C:2]1[CH:7]=[C:6]([I:8])[CH:5]=[CH:4][C:3]=1[NH:9][C:10]1[CH:18]=[N:17][CH:16]=[CH:15][C:11]=1[C:12]([OH:14])=O.[O:19]([CH2:21][C:22]([OH:24])=[O:23])[NH2:20]. (10) The reactants are: [Br:1][C:2]1[CH:15]=[CH:14][C:5]2[N:6]=[C:7]([C@@H:9]3[CH2:12][C@H:11](O)[CH2:10]3)[S:8][C:4]=2[CH:3]=1.C(=O)([O-])[O-].[K+].[K+].FC(F)(F)S(OS(C(F)(F)F)(=O)=O)(=O)=O.[NH:37]1[CH2:42][CH2:41][CH:40]([CH2:43][OH:44])[CH2:39][CH2:38]1. Given the product [Br:1][C:2]1[CH:15]=[CH:14][C:5]2[N:6]=[C:7]([C@H:9]3[CH2:12][C@H:11]([N:37]4[CH2:42][CH2:41][CH:40]([CH2:43][OH:44])[CH2:39][CH2:38]4)[CH2:10]3)[S:8][C:4]=2[CH:3]=1, predict the reactants needed to synthesize it.